Dataset: Reaction yield outcomes from USPTO patents with 853,638 reactions. Task: Predict the reaction yield, written as a fraction of the theoretical maximum amount of product (1.0 means a 100% yield; for example, 0.34 means a 34% yield). (1) The reactants are Br[C:2]([F:9])([F:8])[C:3]([O:5][CH2:6][CH3:7])=[O:4].[N+:10]([C:13]1[CH:20]=[CH:19][C:16]([CH:17]=[O:18])=[CH:15][CH:14]=1)([O-:12])=[O:11].S([O-])(O)(=O)=O.[Na+]. The catalyst is O1CCCC1.[Zn]. The product is [F:8][C:2]([F:9])([CH:17]([OH:18])[C:16]1[CH:15]=[CH:14][C:13]([N+:10]([O-:12])=[O:11])=[CH:20][CH:19]=1)[C:3]([O:5][CH2:6][CH3:7])=[O:4]. The yield is 0.200. (2) The reactants are [Br:1][C:2]1[CH:3]=[N:4][C:5](F)=[N:6][CH:7]=1.[F:9][C:10]1[CH:15]=[CH:14][C:13]([C:16]([CH3:20])([CH3:19])[CH2:17][NH2:18])=[CH:12][CH:11]=1.C(=O)([O-])[O-].[K+].[K+]. The catalyst is C(O)(C)C. The product is [Br:1][C:2]1[CH:3]=[N:4][C:5]([NH:18][CH2:17][C:16]([C:13]2[CH:12]=[CH:11][C:10]([F:9])=[CH:15][CH:14]=2)([CH3:20])[CH3:19])=[N:6][CH:7]=1. The yield is 0.650. (3) The reactants are C(OC(=O)[NH:7][C:8]1[CH:13]=[CH:12][C:11]([O:14][CH:15]2[CH2:20][CH2:19][N:18]([C:21](=[O:30])[C:22]3[C:27]([Cl:28])=[CH:26][CH:25]=[CH:24][C:23]=3[Cl:29])[CH2:17][CH2:16]2)=[CH:10][CH:9]=1)(C)(C)C.FC(F)(F)C(O)=O. The catalyst is ClCCl. The product is [NH2:7][C:8]1[CH:13]=[CH:12][C:11]([O:14][CH:15]2[CH2:16][CH2:17][N:18]([C:21]([C:22]3[C:27]([Cl:28])=[CH:26][CH:25]=[CH:24][C:23]=3[Cl:29])=[O:30])[CH2:19][CH2:20]2)=[CH:10][CH:9]=1. The yield is 0.920. (4) The reactants are [CH:1]([CH:4]1[C:13](=O)[C:12]2[C:11]([C:15](OC)=[O:16])=[CH:10][CH:9]=[CH:8][C:7]=2[NH:6][CH:5]1[C:19]1[CH:24]=[CH:23][CH:22]=[CH:21][CH:20]=1)([CH3:3])[CH3:2].O.[NH2:26][NH2:27]. No catalyst specified. The product is [CH:1]([CH:4]1[C:13]2=[N:26][NH:27][C:15](=[O:16])[C:11]3[CH:10]=[CH:9][CH:8]=[C:7]([C:12]=32)[NH:6][CH:5]1[C:19]1[CH:20]=[CH:21][CH:22]=[CH:23][CH:24]=1)([CH3:2])[CH3:3]. The yield is 0.150. (5) The catalyst is C([O-])(=O)C.[Cu+2].C([O-])(=O)C.C(OCC)(=O)C.C(Cl)Cl. The reactants are [O:1]=[C:2]1[NH:7][CH:6]=[N:5][C:4]([CH2:8][CH2:9][CH3:10])=[C:3]1[CH2:11][C:12]1[CH:17]=[CH:16][C:15]([C:18]2[C:19]([C:24]#[N:25])=[CH:20][CH:21]=[CH:22][CH:23]=2)=[CH:14][CH:13]=1.[CH3:26][C:27]1([CH3:39])[CH2:31][C:30]2[CH:32]=[C:33](B(O)O)[CH:34]=[CH:35][C:29]=2[O:28]1.C(N(CC)CC)C.N1C=CC=CC=1. The product is [CH3:26][C:27]1([CH3:39])[CH2:31][C:30]2[CH:32]=[C:33]([N:7]3[C:2](=[O:1])[C:3]([CH2:11][C:12]4[CH:17]=[CH:16][C:15]([C:18]5[C:19]([C:24]#[N:25])=[CH:20][CH:21]=[CH:22][CH:23]=5)=[CH:14][CH:13]=4)=[C:4]([CH2:8][CH2:9][CH3:10])[N:5]=[CH:6]3)[CH:34]=[CH:35][C:29]=2[O:28]1. The yield is 0.540.